From a dataset of Reaction yield outcomes from USPTO patents with 853,638 reactions. Predict the reaction yield, written as a fraction of the theoretical maximum amount of product (1.0 means a 100% yield; for example, 0.34 means a 34% yield). The reactants are Br[C:2]1[N:7]=[C:6]([C:8]([OH:10])=[O:9])[CH:5]=[CH:4][C:3]=1[F:11].[F:12][C:13]1[CH:18]=[CH:17][C:16]([F:19])=[CH:15][C:14]=1B(O)O. The catalyst is C1C=CC(P(C2C=CC=CC=2)[C-]2C=CC=C2)=CC=1.C1C=CC(P(C2C=CC=CC=2)[C-]2C=CC=C2)=CC=1.Cl[Pd]Cl.[Fe+2].C(Cl)Cl. The product is [F:12][C:13]1[CH:18]=[CH:17][C:16]([F:19])=[CH:15][C:14]=1[C:2]1[N:7]=[C:6]([C:8]([OH:10])=[O:9])[CH:5]=[CH:4][C:3]=1[F:11]. The yield is 0.800.